From a dataset of Full USPTO retrosynthesis dataset with 1.9M reactions from patents (1976-2016). Predict the reactants needed to synthesize the given product. The reactants are: [C:1]([O:4][C@H:5]1[CH2:22][CH2:21][C@@:20]2([CH3:23])[C:7](=[CH:8][CH2:9][C@@H:10]3[C@@H:19]2[CH2:18][CH2:17][C@@:15]2([CH3:16])[C@H:11]3[CH2:12][CH2:13][C@@H:14]2[O:24][C:25](=[O:27])[CH3:26])[CH2:6]1)(=[O:3])[CH3:2].C([O:32]O)(C)(C)C.[O-]S([O-])=O.[Na+].[Na+]. Given the product [C:1]([O:4][C@H:5]1[CH2:22][CH2:21][C@@:20]2([CH3:23])[C:7](=[CH:8][C:9](=[O:32])[C@@H:10]3[C@@H:19]2[CH2:18][CH2:17][C@@:15]2([CH3:16])[C@H:11]3[CH2:12][CH2:13][C@@H:14]2[O:24][C:25](=[O:27])[CH3:26])[CH2:6]1)(=[O:3])[CH3:2], predict the reactants needed to synthesize it.